Dataset: Full USPTO retrosynthesis dataset with 1.9M reactions from patents (1976-2016). Task: Predict the reactants needed to synthesize the given product. Given the product [Cl:16][C:17]1[CH:18]=[C:19]([NH:32][C:33]2[C:42]3[C:37](=[CH:38][CH:39]=[C:40]([C:43]4[O:47][C:46]([CH2:48][N:15]([CH2:14][CH2:13][S:10]([CH3:9])(=[O:12])=[O:11])[C:77](=[O:78])[O:79][C:80]([CH3:81])([CH3:82])[CH3:83])=[CH:45][CH:44]=4)[CH:41]=3)[N:36]=[CH:35][N:34]=2)[CH:20]=[CH:21][C:22]=1[O:23][CH2:24][C:25]1[CH:30]=[CH:29][CH:28]=[C:27]([F:31])[CH:26]=1, predict the reactants needed to synthesize it. The reactants are: C(N(CC)CC)C.Cl.[CH3:9][S:10]([CH2:13][CH2:14][NH2:15])(=[O:12])=[O:11].[Cl:16][C:17]1[CH:18]=[C:19]([NH:32][C:33]2[C:42]3[C:37](=[CH:38][CH:39]=[C:40]([C:43]4[O:47][C:46]([CH:48]=O)=[CH:45][CH:44]=4)[CH:41]=3)[N:36]=[CH:35][N:34]=2)[CH:20]=[CH:21][C:22]=1[O:23][CH2:24][C:25]1[CH:30]=[CH:29][CH:28]=[C:27]([F:31])[CH:26]=1.[BH-](OC(C)=O)(OC(C)=O)OC(C)=O.[Na+].C(=O)(O)[O-].[Na+].CC(OC(O[C:77]([O:79][C:80]([CH3:83])([CH3:82])[CH3:81])=[O:78])=O)(C)C.